Dataset: Full USPTO retrosynthesis dataset with 1.9M reactions from patents (1976-2016). Task: Predict the reactants needed to synthesize the given product. (1) Given the product [CH3:1][O:2][C:3](=[O:25])[C:4]1[CH:9]=[C:8]([NH:38][CH:35]2[CH2:36][CH2:37][N:33]([C:31]([O:30][C:26]([CH3:29])([CH3:28])[CH3:27])=[O:32])[CH2:34]2)[CH:7]=[N:6][C:5]=1[O:11][C:12]1[CH:17]=[CH:16][C:15]([O:18][C:19]2[CH:24]=[CH:23][CH:22]=[CH:21][CH:20]=2)=[CH:14][CH:13]=1, predict the reactants needed to synthesize it. The reactants are: [CH3:1][O:2][C:3](=[O:25])[C:4]1[CH:9]=[C:8](I)[CH:7]=[N:6][C:5]=1[O:11][C:12]1[CH:17]=[CH:16][C:15]([O:18][C:19]2[CH:24]=[CH:23][CH:22]=[CH:21][CH:20]=2)=[CH:14][CH:13]=1.[C:26]([O:30][C:31]([N:33]1[CH2:37][CH2:36][CH:35]([NH2:38])[CH2:34]1)=[O:32])([CH3:29])([CH3:28])[CH3:27]. (2) The reactants are: F[C:2]1[CH:7]=[CH:6][C:5]([Br:8])=[CH:4][N:3]=1.[CH3:9][N:10]1[CH2:15][CH2:14][NH:13][CH2:12][CH2:11]1. Given the product [Br:8][C:5]1[CH:6]=[CH:7][C:2]([N:13]2[CH2:14][CH2:15][N:10]([CH3:9])[CH2:11][CH2:12]2)=[N:3][CH:4]=1, predict the reactants needed to synthesize it. (3) Given the product [Cl:18][C:19]1[N:24]=[N:23][C:22]([O:26][C:27]2[CH:32]=[CH:31][CH:30]=[C:29]([O:33][CH3:34])[C:28]=2[I:35])=[C:21]([OH:4])[CH:20]=1, predict the reactants needed to synthesize it. The reactants are: CC(C)([O-:4])C.[K+].ClC1N=[N+]([O-])C(Cl)=CC=1.[Cl-].[NH4+].[Cl:18][C:19]1[N+:24]([O-])=[N:23][C:22]([O:26][C:27]2[CH:32]=[CH:31][CH:30]=[C:29]([O:33][CH3:34])[C:28]=2[I:35])=[CH:21][CH:20]=1.ClC1N=[N+]([O-])C(OC2C=CC=C(OC)C=2I)=CC=1. (4) Given the product [Cl:1][C:2]1[CH:3]=[C:4]([C:8]2[NH:40][C:37]3[C:38]([C:9]=2[CH2:10][CH2:11][CH2:12][N:13]2[CH2:18][CH2:17][CH:16]([C:19]4[CH:20]=[C:21]([NH:25][C:26](=[O:30])[CH:27]([CH3:29])[CH3:28])[CH:22]=[CH:23][CH:24]=4)[CH2:15][CH2:14]2)=[CH:39][C:34]([CH3:33])=[CH:35][CH:36]=3)[CH:5]=[CH:6][CH:7]=1, predict the reactants needed to synthesize it. The reactants are: [Cl:1][C:2]1[CH:3]=[C:4]([C:8](=O)[CH2:9][CH2:10][CH2:11][CH2:12][N:13]2[CH2:18][CH2:17][CH:16]([C:19]3[CH:20]=[C:21]([NH:25][C:26](=[O:30])[CH:27]([CH3:29])[CH3:28])[CH:22]=[CH:23][CH:24]=3)[CH2:15][CH2:14]2)[CH:5]=[CH:6][CH:7]=1.Cl.[CH3:33][C:34]1[CH:39]=[CH:38][C:37]([NH:40]N)=[CH:36][CH:35]=1.